Dataset: Forward reaction prediction with 1.9M reactions from USPTO patents (1976-2016). Task: Predict the product of the given reaction. (1) Given the reactants [Cl:1][C:2]1[CH:3]=[C:4]([C:9]2([C:22]([F:25])([F:24])[F:23])[O:13][N:12]=[C:11]([C:14]3[CH:15]=[CH:16][C:17]([CH3:21])=[C:18]([CH:20]=3)[NH2:19])[CH2:10]2)[CH:5]=[C:6]([Cl:8])[CH:7]=1.[C:26](O)(=[O:30])/[CH:27]=[CH:28]/[CH3:29].Cl.C(N(CC)CCCN=C=NCC)C.C(=O)([O-])O.[Na+], predict the reaction product. The product is: [Cl:1][C:2]1[CH:3]=[C:4]([C:9]2([C:22]([F:23])([F:25])[F:24])[O:13][N:12]=[C:11]([C:14]3[CH:15]=[CH:16][C:17]([CH3:21])=[C:18]([NH:19][C:26](=[O:30])/[CH:27]=[CH:28]/[CH3:29])[CH:20]=3)[CH2:10]2)[CH:5]=[C:6]([Cl:8])[CH:7]=1. (2) Given the reactants [CH3:1][O-:2].[Na+].Cl[C:5]1[N:10]=[CH:9][C:8]([N+:11]([O-:13])=[O:12])=[CH:7][N:6]=1, predict the reaction product. The product is: [CH3:1][O:2][C:5]1[N:10]=[CH:9][C:8]([N+:11]([O-:13])=[O:12])=[CH:7][N:6]=1. (3) Given the reactants C(C1C=C2C(=CC=1)N(C)C=C2C1CCC(=O)CC1)#N.O1[C:24]2([CH2:29][CH2:28][CH:27]([C:30]3[C:38]4[C:33](=[CH:34][CH:35]=[C:36]([C:39]#[N:40])[CH:37]=4)[N:32]([CH2:41][CH2:42][CH3:43])[CH:31]=3)[CH2:26][CH2:25]2)[O:23]CC1, predict the reaction product. The product is: [C:39]([C:36]1[CH:37]=[C:38]2[C:33](=[CH:34][CH:35]=1)[N:32]([CH2:41][CH2:42][CH3:43])[CH:31]=[C:30]2[CH:27]1[CH2:28][CH2:29][C:24](=[O:23])[CH2:25][CH2:26]1)#[N:40].